This data is from Catalyst prediction with 721,799 reactions and 888 catalyst types from USPTO. The task is: Predict which catalyst facilitates the given reaction. (1) Reactant: CON(C)[C:4]([C:6]1[C:15](=[O:16])[C:14]2[C:9](=[CH:10][CH:11]=[CH:12][CH:13]=2)[N:8]([CH2:17][C:18]2[CH:23]=[CH:22][CH:21]=[C:20]([Br:24])[N:19]=2)[CH:7]=1)=[O:5].[CH2:26]([O:28][C:29]1[CH:34]=[CH:33][C:32](I)=[CH:31][C:30]=1[CH3:36])[CH3:27].C([Mg]Cl)(C)C. Product: [Br:24][C:20]1[N:19]=[C:18]([CH2:17][N:8]2[C:9]3[C:14](=[CH:13][CH:12]=[CH:11][CH:10]=3)[C:15](=[O:16])[C:6]([C:4](=[O:5])[C:32]3[CH:33]=[CH:34][C:29]([O:28][CH2:26][CH3:27])=[C:30]([CH3:36])[CH:31]=3)=[CH:7]2)[CH:23]=[CH:22][CH:21]=1. The catalyst class is: 1. (2) Reactant: Cl[CH2:2][CH2:3][O:4][C:5]1[CH:10]=[CH:9][C:8](/[C:11](/[C:21]2[CH:26]=[CH:25][C:24]([OH:27])=[CH:23][CH:22]=2)=[C:12](/[C:15]2[CH:19]=[C:18]([Cl:20])[S:17][CH:16]=2)\[CH2:13][CH3:14])=[CH:7][CH:6]=1.[CH3:28][NH2:29]. Product: [Cl:20][C:18]1[S:17][CH:16]=[C:15](/[C:12](/[CH2:13][CH3:14])=[C:11](\[C:21]2[CH:26]=[CH:25][C:24]([OH:27])=[CH:23][CH:22]=2)/[C:8]2[CH:9]=[CH:10][C:5]([O:4][CH2:3][CH2:2][NH:29][CH3:28])=[CH:6][CH:7]=2)[CH:19]=1. The catalyst class is: 5. (3) Reactant: [NH2:1][C:2]1[CH:7]=[CH:6][CH:5]=[C:4]([NH2:8])[N:3]=1.[Cl:9][C:10]1[CH:18]=[CH:17][CH:16]=[C:15]([Cl:19])[C:11]=1[C:12](Cl)=[O:13]. Product: [NH2:8][C:4]1[N:3]=[C:2]([NH:1][C:12](=[O:13])[C:11]2[C:10]([Cl:9])=[CH:18][CH:17]=[CH:16][C:15]=2[Cl:19])[CH:7]=[CH:6][CH:5]=1. The catalyst class is: 12. (4) Reactant: C([Li])CCC.CCCCCC.C(NC(C)C)(C)C.[Cl:19][C:20]1[CH:25]=[CH:24][C:23]([CH:26]([CH3:31])[C:27](OC)=[O:28])=[CH:22][CH:21]=1.[CH2:32]=[O:33].C(O)(=O)C[C:36](CC(O)=O)(C(O)=O)[OH:37]. Product: [Cl:19][C:20]1[CH:21]=[CH:22][C:23]([C:26]([CH3:31])([CH2:27][OH:28])[C:32]([O:37][CH3:36])=[O:33])=[CH:24][CH:25]=1. The catalyst class is: 506. (5) Reactant: [CH3:1][C:2]1[CH:7]=[CH:6][N:5]=[CH:4][CH:3]=1.[Br:8][CH2:9][C:10]1[CH:15]=[CH:14][CH:13]=[CH:12][C:11]=1[CH2:16]Br. Product: [Br-:8].[C:11]1([CH2:16][N+:5]2[CH:6]=[CH:7][C:2]([CH3:1])=[CH:3][CH:4]=2)[CH:12]=[CH:13][CH:14]=[CH:15][C:10]=1[CH2:9][N+:5]1[CH:6]=[CH:7][C:2]([CH3:1])=[CH:3][CH:4]=1.[Br-:8]. The catalyst class is: 32. (6) Reactant: [F-].C([N+](CCCC)(CCCC)CCCC)CCC.[NH:19]1[C:23]2[CH:24]=[CH:25][CH:26]=[CH:27][C:22]=2[NH:21][C:20]1=[C:28]([C:39]([C:41]1[CH:46]=[CH:45][CH:44]=[C:43]([F:47])[CH:42]=1)=[O:40])[C:29]([C:31]1[CH:32]=[C:33]([CH:36]=[CH:37][CH:38]=1)[CH:34]=O)=[O:30].C1(P(=O)(C2C=CC=CC=2)[CH2:55][C:56]([F:59])([F:58])[F:57])C=CC=CC=1. Product: [NH:21]1[C:22]2[CH:27]=[CH:26][CH:25]=[CH:24][C:23]=2[NH:19][C:20]1=[C:28]([C:29]([C:31]1[CH:38]=[CH:37][CH:36]=[C:33](/[CH:34]=[CH:55]\[C:56]([F:59])([F:58])[F:57])[CH:32]=1)=[O:30])[C:39]([C:41]1[CH:46]=[CH:45][CH:44]=[C:43]([F:47])[CH:42]=1)=[O:40]. The catalyst class is: 1. (7) Product: [C:11]([O:10][C:8]([N:5]1[CH2:6][CH2:7][C:2](=[N:18][O:16][CH3:17])[CH2:3][CH2:4]1)=[O:9])([CH3:14])([CH3:13])[CH3:12]. Reactant: O=[C:2]1[CH2:7][CH2:6][N:5]([C:8]([O:10][C:11]([CH3:14])([CH3:13])[CH3:12])=[O:9])[CH2:4][CH2:3]1.Cl.[O:16]([NH2:18])[CH3:17].C(=O)(O)[O-].[Na+]. The catalyst class is: 20.